Task: Regression. Given a peptide amino acid sequence and an MHC pseudo amino acid sequence, predict their binding affinity value. This is MHC class I binding data.. Dataset: Peptide-MHC class I binding affinity with 185,985 pairs from IEDB/IMGT (1) The peptide sequence is GALDVSASV. The MHC is HLA-A02:06 with pseudo-sequence HLA-A02:06. The binding affinity (normalized) is 0.924. (2) The MHC is HLA-A11:01 with pseudo-sequence HLA-A11:01. The peptide sequence is IIFLFILLLC. The binding affinity (normalized) is 0.0268. (3) The peptide sequence is NETPGIRYQY. The MHC is HLA-B45:01 with pseudo-sequence HLA-B45:01. The binding affinity (normalized) is 0.192. (4) The peptide sequence is LQRNWSYGF. The MHC is HLA-A01:01 with pseudo-sequence HLA-A01:01. The binding affinity (normalized) is 0.0847. (5) The peptide sequence is YMTLQAVTF. The MHC is HLA-A01:01 with pseudo-sequence HLA-A01:01. The binding affinity (normalized) is 0.0847. (6) The peptide sequence is SIYEVGIVL. The MHC is HLA-A02:01 with pseudo-sequence HLA-A02:01. The binding affinity (normalized) is 0.779.